Dataset: Reaction yield outcomes from USPTO patents with 853,638 reactions. Task: Predict the reaction yield, written as a fraction of the theoretical maximum amount of product (1.0 means a 100% yield; for example, 0.34 means a 34% yield). The reactants are C(N(CC)CC)C.I[C:9]1[CH:14]=[CH:13][C:12]([C:15]#[C:16][CH2:17][CH2:18][N:19]2[C:27](=[O:28])[C:26]3[C:21](=[CH:22][CH:23]=[CH:24][CH:25]=3)[C:20]2=[O:29])=[CH:11][CH:10]=1.[CH2:30]([O:37][C:38](=[O:44])[NH:39][CH2:40][CH2:41][C:42]#[CH:43])[C:31]1[CH:36]=[CH:35][CH:34]=[CH:33][CH:32]=1. The catalyst is O1CCCC1.[Cu]I.[Pd](Cl)Cl.C1(P(C2C=CC=CC=2)C2C=CC=CC=2)C=CC=CC=1.C1(P(C2C=CC=CC=2)C2C=CC=CC=2)C=CC=CC=1. The product is [CH2:30]([O:37][C:38](=[O:44])[NH:39][CH2:40][CH2:41][C:42]#[C:43][C:9]1[CH:14]=[CH:13][C:12]([C:15]#[C:16][CH2:17][CH2:18][N:19]2[C:27](=[O:28])[C:26]3[C:21](=[CH:22][CH:23]=[CH:24][CH:25]=3)[C:20]2=[O:29])=[CH:11][CH:10]=1)[C:31]1[CH:36]=[CH:35][CH:34]=[CH:33][CH:32]=1. The yield is 0.720.